From a dataset of CYP2C19 inhibition data for predicting drug metabolism from PubChem BioAssay. Regression/Classification. Given a drug SMILES string, predict its absorption, distribution, metabolism, or excretion properties. Task type varies by dataset: regression for continuous measurements (e.g., permeability, clearance, half-life) or binary classification for categorical outcomes (e.g., BBB penetration, CYP inhibition). Dataset: cyp2c19_veith. (1) The drug is CC(C)[N+]1(C)[C@H]2CC[C@@H]1CC(C(=O)O[C@@H](CO)c1ccccc1)C2. The result is 0 (non-inhibitor). (2) The compound is CCCn1c(=O)c2[nH]c(-c3ccc(OCC(=O)Nc4ccc(C#N)cc4)cc3)nc2n(CCC)c1=O. The result is 0 (non-inhibitor). (3) The compound is O=C(c1ccco1)N1CCC2(CCN(Cc3nccs3)CC2)CC1. The result is 0 (non-inhibitor). (4) The drug is COc1ccc(-n2c(=O)c(-c3cccs3)nc3cnc(N4CCOCC4)nc32)cc1. The result is 0 (non-inhibitor). (5) The molecule is CCC/C=C(\CCC)C(NS(=O)(=O)c1ccc(Cl)cc1)c1ccc(C(=O)OC)cc1. The result is 1 (inhibitor).